From a dataset of Forward reaction prediction with 1.9M reactions from USPTO patents (1976-2016). Predict the product of the given reaction. Given the reactants [CH3:1][N:2]1[CH2:22][CH2:21][C:5]2[N:6]([CH2:14][CH2:15][C:16](OCC)=[O:17])[C:7]3[CH:8]=[CH:9][C:10]([CH3:13])=[CH:11][C:12]=3[C:4]=2[CH2:3]1.[CH2:23]([NH2:30])[C:24]1[CH:29]=[CH:28][CH:27]=[CH:26][CH:25]=1, predict the reaction product. The product is: [CH2:23]([NH:30][C:16](=[O:17])[CH2:15][CH2:14][N:6]1[C:7]2[CH:8]=[CH:9][C:10]([CH3:13])=[CH:11][C:12]=2[C:4]2[CH2:3][N:2]([CH3:1])[CH2:22][CH2:21][C:5]1=2)[C:24]1[CH:29]=[CH:28][CH:27]=[CH:26][CH:25]=1.